From a dataset of Forward reaction prediction with 1.9M reactions from USPTO patents (1976-2016). Predict the product of the given reaction. (1) Given the reactants [CH2:1]([CH:3]1[O:8][C:7]2[CH:9]=[CH:10][CH:11]=[CH:12][C:6]=2[N:5]([CH2:13][C:14]([OH:16])=O)[C:4]1=[O:17])[CH3:2].[NH2:18][C:19]1[CH:20]=[C:21]2[C:25](=[CH:26][CH:27]=1)[CH2:24][C:23]1([C:31](=[O:32])[NH:30][C:29](=[O:33])[NH:28]1)[CH2:22]2.CCN(C(C)C)C(C)C.CN(C(ON1N=NC2C=CC=NC1=2)=[N+](C)C)C.F[P-](F)(F)(F)(F)F, predict the reaction product. The product is: [O:33]=[C:29]1[NH:28][C:23]2([CH2:22][C:21]3[C:25](=[CH:26][CH:27]=[C:19]([NH:18][C:14](=[O:16])[CH2:13][N:5]4[C:4](=[O:17])[CH:3]([CH2:1][CH3:2])[O:8][C:7]5[CH:9]=[CH:10][CH:11]=[CH:12][C:6]4=5)[CH:20]=3)[CH2:24]2)[C:31](=[O:32])[NH:30]1. (2) Given the reactants [Cl:1][C:2]1[CH:3]=[C:4]([C:9]2([C:27]([F:30])([F:29])[F:28])[O:13][N:12]=[C:11]([C:14]3[N:15]4[C:19]([C:20]([C:23]([O:25]C)=[O:24])=[CH:21][CH:22]=3)=[CH:18][CH:17]=[CH:16]4)[CH2:10]2)[CH:5]=[C:6]([Cl:8])[CH:7]=1.[OH-].[Na+].Cl, predict the reaction product. The product is: [Cl:1][C:2]1[CH:3]=[C:4]([C:9]2([C:27]([F:28])([F:30])[F:29])[O:13][N:12]=[C:11]([C:14]3[N:15]4[C:19]([C:20]([C:23]([OH:25])=[O:24])=[CH:21][CH:22]=3)=[CH:18][CH:17]=[CH:16]4)[CH2:10]2)[CH:5]=[C:6]([Cl:8])[CH:7]=1. (3) Given the reactants [CH3:1][O:2][CH2:3][CH2:4][O:5][CH2:6][CH2:7][O:8][CH2:9][CH2:10][O:11][C:12]1[CH:18]=[CH:17][C:15]([NH2:16])=[CH:14][CH:13]=1.[N:19]([O-])=O.[Na+].[F:23][C:24]1[CH:29]=[CH:28][CH:27]=[C:26]([F:30])[C:25]=1[OH:31], predict the reaction product. The product is: [F:23][C:24]1[CH:29]=[C:28]([N:19]=[N:16][C:15]2[CH:14]=[CH:13][C:12]([O:11][CH2:10][CH2:9][O:8][CH2:7][CH2:6][O:5][CH2:4][CH2:3][O:2][CH3:1])=[CH:18][CH:17]=2)[CH:27]=[C:26]([F:30])[C:25]=1[OH:31]. (4) Given the reactants OC(C(F)(F)F)=O.OC(C(F)(F)F)=O.[Br:15][C:16]1[CH:17]=[C:18]([C:22]2([C:30]#[N:31])[CH2:28][C@H:27]3[NH:29][C@H:24]([CH2:25][CH2:26]3)[CH2:23]2)[CH:19]=[N:20][CH:21]=1.CCN(C(C)C)C(C)C.[Cl:41][C:42]([CH2:44]Cl)=[CH2:43].[Na+].[I-], predict the reaction product. The product is: [Br:15][C:16]1[CH:17]=[C:18]([C:22]2([C:30]#[N:31])[CH2:28][C@@H:27]3[N:29]([CH2:44][C:42]([Cl:41])=[CH2:43])[C@@H:24]([CH2:25][CH2:26]3)[CH2:23]2)[CH:19]=[N:20][CH:21]=1.